From a dataset of Full USPTO retrosynthesis dataset with 1.9M reactions from patents (1976-2016). Predict the reactants needed to synthesize the given product. (1) Given the product [Cl:32][C:27]1[CH:28]=[CH:29][CH:30]=[CH:31][C:26]=1[C:23]1[S:24][CH:25]=[C:21]([CH2:20][N:5]2[C:6]3[C:11](=[C:10]([C:13]([F:14])([F:15])[F:16])[C:9]([C:17]#[N:18])=[CH:8][CH:7]=3)[CH:12]=[C:4]2[CH:1]2[CH2:2][CH2:3]2)[N:22]=1, predict the reactants needed to synthesize it. The reactants are: [CH:1]1([C:4]2[NH:5][C:6]3[C:11]([CH:12]=2)=[C:10]([C:13]([F:16])([F:15])[F:14])[C:9]([C:17]#[N:18])=[CH:8][CH:7]=3)[CH2:3][CH2:2]1.Cl[CH2:20][C:21]1[N:22]=[C:23]([C:26]2[CH:31]=[CH:30][CH:29]=[CH:28][C:27]=2[Cl:32])[S:24][CH:25]=1. (2) Given the product [Cl:1][C:2]1[CH:10]=[CH:9][C:5]([C:6]([NH:22][C:19]2[CH:20]=[CH:21][C:16]([O:15][CH3:14])=[CH:17][CH:18]=2)=[O:8])=[C:4]([N+:11]([O-:13])=[O:12])[CH:3]=1, predict the reactants needed to synthesize it. The reactants are: [Cl:1][C:2]1[CH:10]=[CH:9][C:5]([C:6]([OH:8])=O)=[C:4]([N+:11]([O-:13])=[O:12])[CH:3]=1.[CH3:14][O:15][C:16]1[CH:21]=[CH:20][C:19]([NH2:22])=[CH:18][CH:17]=1. (3) Given the product [Cl:1][C:2]1[C:10]([O:11][CH:12]([CH3:14])[CH3:13])=[CH:9][C:8]([Cl:15])=[CH:7][C:3]=1[C:4]([NH:17][CH2:18][C:19]1[C:20](=[O:27])[NH:21][C:22]([CH3:26])=[CH:23][C:24]=1[CH3:25])=[O:6], predict the reactants needed to synthesize it. The reactants are: [Cl:1][C:2]1[C:10]([O:11][CH:12]([CH3:14])[CH3:13])=[CH:9][C:8]([Cl:15])=[CH:7][C:3]=1[C:4]([OH:6])=O.Cl.[NH2:17][CH2:18][C:19]1[C:20](=[O:27])[NH:21][C:22]([CH3:26])=[CH:23][C:24]=1[CH3:25].C1C=NC2N(O)N=NC=2C=1.CN1CCOCC1.C(Cl)CCl. (4) Given the product [Br:9][C:6]1[CH:5]=[N:4][CH:3]=[C:2]([CH:10]2[CH2:12][CH2:11]2)[C:7]=1[CH3:8], predict the reactants needed to synthesize it. The reactants are: Br[C:2]1[CH:3]=[N:4][CH:5]=[C:6]([Br:9])[C:7]=1[CH3:8].[CH:10]1(B(O)O)[CH2:12][CH2:11]1.O1CCOCC1.C(=O)([O-])[O-].[Cs+].[Cs+]. (5) The reactants are: [CH2:1]([O:4][C:5]1([CH3:46])[CH2:10][CH2:9][N:8]([C:11]2[C:12]3[N:13]([N:28]=[C:29]([C:31]4[CH:32]=[C:33]([C:37]5[C:42]([OH:43])=[CH:41][CH:40]=[C:39]([CH3:44])[C:38]=5[F:45])[CH:34]=[CH:35][CH:36]=4)[CH:30]=3)[CH:14]=[C:15]([CH3:27])[C:16]=2[C@H:17]([O:22][C:23]([CH3:26])([CH3:25])[CH3:24])[C:18]([O:20][CH3:21])=[O:19])[CH2:7][CH2:6]1)[CH:2]=[CH2:3].[CH3:47][C@@H:48](O)[CH2:49][CH:50]=[CH2:51].C1C=CC(P(C2C=CC=CC=2)C2C=CC=CC=2)=CC=1.CCOC(/N=N/C(OCC)=O)=O. Given the product [CH2:1]([O:4][C:5]1([CH3:46])[CH2:6][CH2:7][N:8]([C:11]2[C:12]3[N:13]([N:28]=[C:29]([C:31]4[CH:32]=[C:33]([C:37]5[C:42]([O:43][C@H:50]([CH2:49][CH:48]=[CH2:47])[CH3:51])=[CH:41][CH:40]=[C:39]([CH3:44])[C:38]=5[F:45])[CH:34]=[CH:35][CH:36]=4)[CH:30]=3)[CH:14]=[C:15]([CH3:27])[C:16]=2[C@H:17]([O:22][C:23]([CH3:25])([CH3:24])[CH3:26])[C:18]([O:20][CH3:21])=[O:19])[CH2:9][CH2:10]1)[CH:2]=[CH2:3], predict the reactants needed to synthesize it. (6) Given the product [Cl:1][C:2]1[CH:3]=[N:4][C:5]2[N:6]([N:8]=[C:9]([C:11]([N:20]3[CH2:21][CH2:22][N:23]4[C:15]([Br:14])=[C:16]([Br:25])[N:17]=[C:18]4[N:19]3[CH3:24])=[O:13])[CH:10]=2)[CH:7]=1, predict the reactants needed to synthesize it. The reactants are: [Cl:1][C:2]1[CH:3]=[N:4][C:5]2[N:6]([N:8]=[C:9]([C:11]([OH:13])=O)[CH:10]=2)[CH:7]=1.[Br:14][C:15]1[N:23]2[C:18]([N:19]([CH3:24])[NH:20][CH2:21][CH2:22]2)=[N:17][C:16]=1[Br:25]. (7) Given the product [CH3:1][O:2][C:3](=[O:33])[C@@H:4]([NH:13][C:14]([C:16]1[CH:17]=[C:18]([C:23]2[CH:28]=[CH:27][C:26]([C:29]([F:32])([F:31])[F:30])=[CH:25][CH:24]=2)[CH:19]=[CH:20][C:21]=1[OH:22])=[O:15])[CH2:5][C:6]1[CH:11]=[CH:10][C:9]([C:40]2[CH:41]=[CH:42][C:37]([N+:34]([O-:36])=[O:35])=[CH:38][CH:39]=2)=[CH:8][CH:7]=1, predict the reactants needed to synthesize it. The reactants are: [CH3:1][O:2][C:3](=[O:33])[C@@H:4]([NH:13][C:14]([C:16]1[CH:17]=[C:18]([C:23]2[CH:28]=[CH:27][C:26]([C:29]([F:32])([F:31])[F:30])=[CH:25][CH:24]=2)[CH:19]=[CH:20][C:21]=1[OH:22])=[O:15])[CH2:5][C:6]1[CH:11]=[CH:10][C:9](Br)=[CH:8][CH:7]=1.[N+:34]([C:37]1[CH:42]=[CH:41][C:40](B(O)O)=[CH:39][CH:38]=1)([O-:36])=[O:35]. (8) Given the product [OH:2][CH2:3][C:4]1[C:5]([CH3:18])=[C:6]([F:17])[CH:7]=[CH:8][C:9]=1[N:10]1[C:14](=[O:15])[N:13]([CH3:16])[N:12]=[N:11]1, predict the reactants needed to synthesize it. The reactants are: C[O:2][C:3](=O)[C:4]1[C:9]([N:10]2[C:14](=[O:15])[N:13]([CH3:16])[N:12]=[N:11]2)=[CH:8][CH:7]=[C:6]([F:17])[C:5]=1[CH3:18].O1CCCC1.C([BH-](CC)CC)C.[Li+].Cl. (9) Given the product [CH2:1]([O:3][C:4]1[CH:13]=[C:12]2[C:7]([C:8]([NH:17][C:18]3[CH:19]=[CH:20][C:21]([CH2:24][CH3:25])=[CH:22][CH:23]=3)=[C:9]([C:14]([NH2:16])=[O:15])[CH:10]=[N:11]2)=[CH:6][C:5]=1[CH2:26][CH2:27][CH2:28][OH:29])[CH3:2], predict the reactants needed to synthesize it. The reactants are: [CH2:1]([O:3][C:4]1[CH:13]=[C:12]2[C:7]([C:8]([NH:17][C:18]3[CH:23]=[CH:22][C:21]([CH2:24][CH3:25])=[CH:20][CH:19]=3)=[C:9]([C:14]([NH2:16])=[O:15])[CH:10]=[N:11]2)=[CH:6][C:5]=1[CH2:26][CH2:27][CH2:28][O:29]C1CCCCO1)[CH3:2].Cl.CO. (10) Given the product [CH3:1][O:2][C:3]1[CH:4]=[C:5]([CH:21]=[CH:22][C:23]=1[O:24][CH3:25])[CH2:6][CH:7]1[C:16]2[C:11](=[CH:12][C:13]([O:19][CH3:20])=[C:14]([O:17][CH3:18])[CH:15]=2)[CH2:10][CH2:9][N:8]1[CH2:27][C:28]([NH:43][CH:37]1[C:38]2[C:33](=[C:32]([CH3:31])[CH:41]=[C:40]([CH3:42])[CH:39]=2)[CH2:34][CH2:35][CH2:36]1)=[O:29], predict the reactants needed to synthesize it. The reactants are: [CH3:1][O:2][C:3]1[CH:4]=[C:5]([CH:21]=[CH:22][C:23]=1[O:24][CH3:25])[CH2:6][CH:7]1[C:16]2[C:11](=[CH:12][C:13]([O:19][CH3:20])=[C:14]([O:17][CH3:18])[CH:15]=2)[CH2:10][CH2:9][NH:8]1.Br[CH2:27][C:28](Br)=[O:29].[CH3:31][C:32]1[CH:41]=[C:40]([CH3:42])[CH:39]=[C:38]2[C:33]=1[CH2:34][CH2:35][CH2:36][CH:37]2[NH2:43].